This data is from Forward reaction prediction with 1.9M reactions from USPTO patents (1976-2016). The task is: Predict the product of the given reaction. The product is: [CH2:23]([N:3]1[CH2:4][CH2:5][C:6]2[CH:11]=[C:10]([C:12]([O:14][CH3:15])=[O:13])[CH:9]=[CH:8][C:7]=2[CH2:1][CH2:2]1)[CH3:24]. Given the reactants [CH2:1]1[C:7]2[CH:8]=[CH:9][C:10]([C:12]([O:14][CH3:15])=[O:13])=[CH:11][C:6]=2[CH2:5][CH2:4][NH:3][CH2:2]1.C(=O)([O-])[O-].[K+].[K+].I[CH2:23][CH3:24], predict the reaction product.